Dataset: Full USPTO retrosynthesis dataset with 1.9M reactions from patents (1976-2016). Task: Predict the reactants needed to synthesize the given product. Given the product [N:13]1([C:11]([C:4]2[CH:3]=[C:2]([C:19]3[CH:24]=[CH:23][CH:22]=[CH:21][CH:20]=3)[CH:7]=[C:6]([N+:8]([O-:10])=[O:9])[CH:5]=2)=[O:12])[CH2:18][CH2:17][O:16][CH2:15][CH2:14]1, predict the reactants needed to synthesize it. The reactants are: Br[C:2]1[CH:3]=[C:4]([C:11]([N:13]2[CH2:18][CH2:17][O:16][CH2:15][CH2:14]2)=[O:12])[CH:5]=[C:6]([N+:8]([O-:10])=[O:9])[CH:7]=1.[C:19]1(B(O)O)[CH:24]=[CH:23][CH:22]=[CH:21][CH:20]=1.C(=O)([O-])[O-].[Na+].[Na+].C1(C)C=CC=CC=1P(C1C=CC=CC=1C)C1C=CC=CC=1C.